This data is from Catalyst prediction with 721,799 reactions and 888 catalyst types from USPTO. The task is: Predict which catalyst facilitates the given reaction. (1) Reactant: O[CH2:2][CH2:3][CH2:4][C:5]1[N:9]([C:10]2[CH:15]=[CH:14][C:13]([C:16]([NH:18][CH2:19][C:20]([F:23])([F:22])[F:21])=[O:17])=[CH:12][CH:11]=2)[N:8]=[N:7][C:6]=1[C:24]([NH2:26])=[O:25].C1(P([C:40]2[CH:45]=[CH:44]C=CC=2)C2C=CC=CC=2)C=CC=CC=1.[Br:46]C(Br)(Br)Br. Product: [Br:46][CH2:2][CH2:3][CH2:4][C:5]1[N:9]([C:10]2[CH:11]=[CH:12][C:13]([C:16]([NH:18][CH2:19][C:20]([F:22])([F:21])[F:23])=[O:17])=[CH:14][CH:15]=2)[N:8]=[N:7][C:6]=1[C:24]([NH:26][CH:44]1[CH2:45][CH2:40]1)=[O:25]. The catalyst class is: 4. (2) Reactant: [F:1][C:2]1[C:27]([F:28])=[CH:26][C:5]2[N:6]([C:19]3[CH:20]=[N:21][CH:22]=[C:23]([F:25])[CH:24]=3)[C:7]([C@@H:9]([NH:11]C(=O)OC(C)(C)C)[CH3:10])=[N:8][C:4]=2[CH:3]=1.O1CCOCC1. Product: [F:1][C:2]1[C:27]([F:28])=[CH:26][C:5]2[N:6]([C:19]3[CH:20]=[N:21][CH:22]=[C:23]([F:25])[CH:24]=3)[C:7]([C@@H:9]([NH2:11])[CH3:10])=[N:8][C:4]=2[CH:3]=1. The catalyst class is: 33. (3) Reactant: [CH2:1]([C:3]1[CH:28]=[CH:27][CH:26]=[C:25]([CH3:29])[C:4]=1[CH2:5][NH:6][C:7]1[C:15]2[N:14]=[C:13]([CH2:16][O:17][CH3:18])[N:12]([CH3:19])[C:11]=2[CH:10]=[C:9]([C:20]([O:22]CC)=[O:21])[CH:8]=1)[CH3:2].[OH-].[Na+].O.Cl. Product: [CH2:1]([C:3]1[CH:28]=[CH:27][CH:26]=[C:25]([CH3:29])[C:4]=1[CH2:5][NH:6][C:7]1[C:15]2[N:14]=[C:13]([CH2:16][O:17][CH3:18])[N:12]([CH3:19])[C:11]=2[CH:10]=[C:9]([C:20]([OH:22])=[O:21])[CH:8]=1)[CH3:2]. The catalyst class is: 12. (4) Reactant: [CH3:1][N:2]([CH2:10][CH2:11][N:12]1[CH2:17][CH2:16][S:15][C:14]2[CH:18]=[C:19]([N+:22]([O-])=O)[CH:20]=[CH:21][C:13]1=2)[C:3](=[O:9])[O:4][C:5]([CH3:8])([CH3:7])[CH3:6].O.NN. Product: [NH2:22][C:19]1[CH:20]=[CH:21][C:13]2[N:12]([CH2:11][CH2:10][N:2]([CH3:1])[C:3](=[O:9])[O:4][C:5]([CH3:6])([CH3:7])[CH3:8])[CH2:17][CH2:16][S:15][C:14]=2[CH:18]=1. The catalyst class is: 94. (5) Reactant: [C:1]([C:3]1[CH2:24][C@@:23]2([CH3:25])[C@@H:6]([CH2:7][CH2:8][C@:9]3([CH3:34])[C:22]2=[CH:21][C:20](=[O:26])[C@@:19]2([OH:27])[C@@:10]3([CH3:33])[CH2:11][CH2:12][C@:13]3([CH3:32])[C@H:18]2[CH2:17][C@@:16]([CH3:31])([C:28]([OH:30])=[O:29])[CH2:15][CH2:14]3)[C:5]([CH3:36])([CH3:35])[C:4]=1[OH:37])#[N:2].BrN1C(C)(C)C(=O)N(Br)C1=O.N1C=CC=CC=1.P(=O)(O)(O)O. Product: [C:1]([C:3]1[C:4](=[O:37])[C:5]([CH3:36])([CH3:35])[C@H:6]2[C@:23]([CH3:25])([CH:24]=1)[C:22]1[C@:9]([CH3:34])([C@@:10]3([CH3:33])[C@:19]([OH:27])([C:20](=[O:26])[CH:21]=1)[C@H:18]1[C@:13]([CH3:32])([CH2:14][CH2:15][C@:16]([CH3:31])([C:28]([OH:30])=[O:29])[CH2:17]1)[CH2:12][CH2:11]3)[CH2:8][CH2:7]2)#[N:2]. The catalyst class is: 42. (6) Reactant: [C:1]([O:5][C:6]([N:8]1[CH2:15][CH:14]=[CH:13][CH2:12][N:11](S(C2C=CC=CC=2[N+]([O-])=O)(=O)=O)[C@H:10]([CH3:28])[CH2:9]1)=[O:7])([CH3:4])([CH3:3])[CH3:2].C(=O)([O-])[O-].[K+].[K+].C1(S)C=CC=CC=1. Product: [C:1]([O:5][C:6]([N:8]1[CH2:15][CH:14]=[CH:13][CH2:12][NH:11][C@H:10]([CH3:28])[CH2:9]1)=[O:7])([CH3:4])([CH3:2])[CH3:3]. The catalyst class is: 47.